From a dataset of Peptide-MHC class I binding affinity with 185,985 pairs from IEDB/IMGT. Regression. Given a peptide amino acid sequence and an MHC pseudo amino acid sequence, predict their binding affinity value. This is MHC class I binding data. (1) The MHC is HLA-B08:01 with pseudo-sequence HLA-B08:01. The binding affinity (normalized) is 0.169. The peptide sequence is MGRDIKVQF. (2) The peptide sequence is KLSHSDYEY. The MHC is HLA-A29:02 with pseudo-sequence HLA-A29:02. The binding affinity (normalized) is 0.340. (3) The peptide sequence is PLRPMTYK. The MHC is HLA-A31:01 with pseudo-sequence HLA-A31:01. The binding affinity (normalized) is 0.126. (4) The peptide sequence is SRLGIVVLR. The MHC is HLA-B18:01 with pseudo-sequence HLA-B18:01. The binding affinity (normalized) is 0.0847. (5) The peptide sequence is SENLKSLYNT. The MHC is Mamu-A11 with pseudo-sequence Mamu-A11. The binding affinity (normalized) is 0.362. (6) The peptide sequence is MPIEPGDIGY. The MHC is HLA-A02:01 with pseudo-sequence HLA-A02:01. The binding affinity (normalized) is 0.00711.